This data is from Forward reaction prediction with 1.9M reactions from USPTO patents (1976-2016). The task is: Predict the product of the given reaction. Given the reactants [C:1]([NH:9][CH:10]([C:16](=[O:18])[CH3:17])[C:11]([O:13][CH2:14][CH3:15])=[O:12])(=O)[C:2]1[CH:7]=[CH:6][CH:5]=[CH:4][CH:3]=1, predict the reaction product. The product is: [CH3:17][C:16]1[O:18][C:1]([C:2]2[CH:3]=[CH:4][CH:5]=[CH:6][CH:7]=2)=[N:9][C:10]=1[C:11]([O:13][CH2:14][CH3:15])=[O:12].